This data is from HIV replication inhibition screening data with 41,000+ compounds from the AIDS Antiviral Screen. The task is: Binary Classification. Given a drug SMILES string, predict its activity (active/inactive) in a high-throughput screening assay against a specified biological target. (1) The molecule is Cc1cc(C)cc(Nc2cc(O)nc(O)n2)c1. The result is 0 (inactive). (2) The result is 0 (inactive). The compound is O=C(Nc1ccn(C2CC(O)C(CO)O2)c(=O)n1)c1ccccc1. (3) The result is 0 (inactive). The drug is CC(=CC(=O)OCCCCCCCC(N)=O)C(O)C1OCC(CC=CC(C)C(C)O)C(O)C1O.